Dataset: Forward reaction prediction with 1.9M reactions from USPTO patents (1976-2016). Task: Predict the product of the given reaction. Given the reactants [I:1][C:2]1[CH:3]=[C:4]([CH:8]=[CH:9][CH:10]=1)[C:5]([OH:7])=O.[NH2:11][C@@H:12]([CH2:23][OH:24])[CH2:13][C:14]1[C:22]2[C:17](=[CH:18][CH:19]=[CH:20][CH:21]=2)[NH:16][CH:15]=1.C1C=CC2N(O)N=NC=2C=1.CCN=C=NCCCN(C)C.Cl, predict the reaction product. The product is: [OH:24][CH2:23][C@H:12]([NH:11][C:5](=[O:7])[C:4]1[CH:8]=[CH:9][CH:10]=[C:2]([I:1])[CH:3]=1)[CH2:13][C:14]1[C:22]2[C:17](=[CH:18][CH:19]=[CH:20][CH:21]=2)[NH:16][CH:15]=1.